The task is: Predict which catalyst facilitates the given reaction.. This data is from Catalyst prediction with 721,799 reactions and 888 catalyst types from USPTO. (1) Reactant: [Br:1][C:2]1[CH:11]=[CH:10][CH:9]=[C:8]2[C:3]=1[CH:4]=[CH:5][C:6]([O:14][CH3:15])=[C:7]2[CH:12]=[O:13].CCO.[BH4-].[Na+]. Product: [Br:1][C:2]1[CH:11]=[CH:10][CH:9]=[C:8]2[C:3]=1[CH:4]=[CH:5][C:6]([O:14][CH3:15])=[C:7]2[CH2:12][OH:13]. The catalyst class is: 6. (2) Reactant: [CH3:1][C:2]1[O:6][C:5]([C:7]2[CH:12]=[CH:11][CH:10]=[CH:9][CH:8]=2)=[N:4][C:3]=1[CH2:13][O:14][C:15]1[CH:47]=[CH:46][C:18]2[C:19]([C:40]3[CH:45]=[CH:44][CH:43]=[CH:42][CH:41]=3)=[C:20]([CH2:22][O:23][C:24]3[C:28]([C:29](OCC)=[O:30])=[CH:27][N:26]([C:34]4[CH:39]=[CH:38][CH:37]=[CH:36][CH:35]=4)[N:25]=3)[O:21][C:17]=2[CH:16]=1.[H-].[Al+3].[Li+].[H-].[H-].[H-].O.O.O.O.O.O.O.O.O.O.S([O-])([O-])(=O)=O.[Na+].[Na+]. Product: [CH3:1][C:2]1[O:6][C:5]([C:7]2[CH:8]=[CH:9][CH:10]=[CH:11][CH:12]=2)=[N:4][C:3]=1[CH2:13][O:14][C:15]1[CH:47]=[CH:46][C:18]2[C:19]([C:40]3[CH:41]=[CH:42][CH:43]=[CH:44][CH:45]=3)=[C:20]([CH2:22][O:23][C:24]3[C:28]([CH2:29][OH:30])=[CH:27][N:26]([C:34]4[CH:35]=[CH:36][CH:37]=[CH:38][CH:39]=4)[N:25]=3)[O:21][C:17]=2[CH:16]=1. The catalyst class is: 54.